From a dataset of NCI-60 drug combinations with 297,098 pairs across 59 cell lines. Regression. Given two drug SMILES strings and cell line genomic features, predict the synergy score measuring deviation from expected non-interaction effect. (1) Drug 1: C1=CN(C(=O)N=C1N)C2C(C(C(O2)CO)O)O.Cl. Drug 2: C1=CC=C(C=C1)NC(=O)CCCCCCC(=O)NO. Cell line: MDA-MB-231. Synergy scores: CSS=20.4, Synergy_ZIP=-2.98, Synergy_Bliss=5.34, Synergy_Loewe=5.77, Synergy_HSA=9.04. (2) Drug 1: CCC1=C2CN3C(=CC4=C(C3=O)COC(=O)C4(CC)O)C2=NC5=C1C=C(C=C5)O. Drug 2: C(CC(=O)O)C(=O)CN.Cl. Cell line: HS 578T. Synergy scores: CSS=16.6, Synergy_ZIP=-1.45, Synergy_Bliss=7.06, Synergy_Loewe=8.71, Synergy_HSA=9.23. (3) Drug 1: C1CN1P(=S)(N2CC2)N3CC3. Drug 2: C1CN(P(=O)(OC1)NCCCl)CCCl. Cell line: ACHN. Synergy scores: CSS=51.1, Synergy_ZIP=5.82, Synergy_Bliss=1.33, Synergy_Loewe=-44.2, Synergy_HSA=-0.237. (4) Drug 1: C1CCN(CC1)CCOC2=CC=C(C=C2)C(=O)C3=C(SC4=C3C=CC(=C4)O)C5=CC=C(C=C5)O. Drug 2: CS(=O)(=O)CCNCC1=CC=C(O1)C2=CC3=C(C=C2)N=CN=C3NC4=CC(=C(C=C4)OCC5=CC(=CC=C5)F)Cl. Cell line: CAKI-1. Synergy scores: CSS=12.4, Synergy_ZIP=1.10, Synergy_Bliss=3.43, Synergy_Loewe=7.36, Synergy_HSA=5.30.